From a dataset of Forward reaction prediction with 1.9M reactions from USPTO patents (1976-2016). Predict the product of the given reaction. (1) Given the reactants [N+:1]([C:4]1[CH:15]=[CH:14][C:7]2[NH:8][C:9](=[O:13])[CH2:10][CH2:11][CH2:12][C:6]=2[CH:5]=1)([O-])=O.C([O-])=O.[NH4+], predict the reaction product. The product is: [NH2:1][C:4]1[CH:15]=[CH:14][C:7]2[NH:8][C:9](=[O:13])[CH2:10][CH2:11][CH2:12][C:6]=2[CH:5]=1. (2) Given the reactants [F:1][C:2]1[CH:7]=[CH:6][C:5]([S:8]([NH:11][CH:12]([CH2:15][CH3:16])[CH2:13][CH3:14])(=[O:10])=[O:9])=[CH:4][CH:3]=1.Br[CH2:18][C:19]1[CH:28]=[CH:27][C:22]([C:23]([O:25][CH3:26])=[O:24])=[CH:21][N:20]=1.C([O-])([O-])=O.[K+].[K+], predict the reaction product. The product is: [F:1][C:2]1[CH:3]=[CH:4][C:5]([S:8]([N:11]([CH2:18][C:19]2[CH:28]=[CH:27][C:22]([C:23]([O:25][CH3:26])=[O:24])=[CH:21][N:20]=2)[CH:12]([CH2:15][CH3:16])[CH2:13][CH3:14])(=[O:10])=[O:9])=[CH:6][CH:7]=1.